From a dataset of Reaction yield outcomes from USPTO patents with 853,638 reactions. Predict the reaction yield, written as a fraction of the theoretical maximum amount of product (1.0 means a 100% yield; for example, 0.34 means a 34% yield). (1) The reactants are [CH3:1][N:2]([CH3:26])[C:3]1[CH:8]=[C:7]([CH2:9][N:10]([CH3:22])[CH2:11][CH2:12][C:13]2[CH:18]=[CH:17][C:16]([N+:19]([O-:21])=[O:20])=[CH:15][CH:14]=2)[C:6]([OH:23])=[C:5]([O:24][CH3:25])[CH:4]=1.C(N(C(C)C)CC)(C)C.[C:36](Cl)(=[O:38])[CH3:37]. The catalyst is ClCCl. The product is [C:36]([O:23][C:6]1[C:7]([CH2:9][N:10]([CH3:22])[CH2:11][CH2:12][C:13]2[CH:18]=[CH:17][C:16]([N+:19]([O-:21])=[O:20])=[CH:15][CH:14]=2)=[CH:8][C:3]([N:2]([CH3:1])[CH3:26])=[CH:4][C:5]=1[O:24][CH3:25])(=[O:38])[CH3:37]. The yield is 0.600. (2) The reactants are [OH:1][C:2]1[CH:7]=[C:6]([CH3:8])O[C:4](=[O:9])[CH:3]=1.[F:10][C:11]1[CH:17]=[CH:16][CH:15]=[C:14]([F:18])[C:12]=1[NH2:13]. The catalyst is O. The product is [F:10][C:11]1[CH:17]=[CH:16][CH:15]=[C:14]([F:18])[C:12]=1[N:13]1[C:6]([CH3:8])=[CH:7][C:2]([OH:1])=[CH:3][C:4]1=[O:9]. The yield is 0.350. (3) The reactants are [C:1]([C:4]1[CH:9]=[CH:8][C:7]([CH:10]2[C:14]3[C:15]([CH3:29])=[C:16]([NH:21][C:22](=[O:28])[CH2:23][C:24]([CH3:27])([CH3:26])[CH3:25])[C:17]([CH3:20])=[C:18]([CH3:19])[C:13]=3[O:12][CH2:11]2)=[CH:6][C:5]=1[O:30][CH3:31])([CH3:3])=[CH2:2]. The catalyst is [Pd].C(O)C. The product is [CH:1]([C:4]1[CH:9]=[CH:8][C:7]([CH:10]2[C:14]3[C:15]([CH3:29])=[C:16]([NH:21][C:22](=[O:28])[CH2:23][C:24]([CH3:25])([CH3:27])[CH3:26])[C:17]([CH3:20])=[C:18]([CH3:19])[C:13]=3[O:12][CH2:11]2)=[CH:6][C:5]=1[O:30][CH3:31])([CH3:3])[CH3:2]. The yield is 0.930. (4) The reactants are [CH3:1][S:2][C:3]1[S:4][C:5]2[CH:11]=[CH:10][CH:9]=[CH:8][C:6]=2[N:7]=1.[C:12]1([CH3:23])[CH:17]=[CH:16][C:15]([S:18]([O:21]C)(=[O:20])=[O:19])=[CH:14][CH:13]=1. The catalyst is CC(C)=O. The product is [CH3:23][C:12]1[CH:13]=[CH:14][C:15]([S:18]([O-:21])(=[O:20])=[O:19])=[CH:16][CH:17]=1.[CH3:12][N+:7]1[C:6]2[CH:8]=[CH:9][CH:10]=[CH:11][C:5]=2[S:4][C:3]=1[S:2][CH3:1]. The yield is 0.990. (5) The reactants are [OH-].[Na+].BrBr.[OH:5][C@H:6]1[CH2:11][C@H:10]([CH3:12])[CH2:9][CH2:8][C@H:7]1[C:13](=[O:15])C.[O:16](Br)[Na].[O-]S([O-])=O.[Na+].[Na+].Cl. The catalyst is O.O1CCOCC1. The product is [OH:5][C@H:6]1[CH2:11][C@H:10]([CH3:12])[CH2:9][CH2:8][C@H:7]1[C:13]([OH:15])=[O:16]. The yield is 0.920. (6) The reactants are C[O:2][C:3]1[CH:8]=[CH:7][C:6]([C:9]2([C:17]3[CH:22]=[CH:21][N:20]=[C:19]([C:23]4[CH:24]=[C:25]([CH:28]=[CH:29][CH:30]=4)[C:26]#[N:27])[CH:18]=3)[C:13](=[O:14])[N:12]([CH3:15])[C:11](=[S:16])[NH:10]2)=[CH:5][CH:4]=1.B(Br)(Br)Br. No catalyst specified. The product is [OH:2][C:3]1[CH:4]=[CH:5][C:6]([C:9]2([C:17]3[CH:22]=[CH:21][N:20]=[C:19]([C:23]4[CH:24]=[C:25]([CH:28]=[CH:29][CH:30]=4)[C:26]#[N:27])[CH:18]=3)[C:13](=[O:14])[N:12]([CH3:15])[C:11](=[S:16])[NH:10]2)=[CH:7][CH:8]=1. The yield is 1.00. (7) The reactants are [CH3:1][P:2](=[O:7])([CH:5]=[CH2:6])[CH:3]=[CH2:4].[CH2:8]([NH2:15])[C:9]1[CH:14]=[CH:13][CH:12]=[CH:11][CH:10]=1. The catalyst is C1COCC1.O. The product is [CH2:8]([N:15]1[CH2:6][CH2:5][P:2](=[O:7])([CH3:1])[CH2:3][CH2:4]1)[C:9]1[CH:14]=[CH:13][CH:12]=[CH:11][CH:10]=1. The yield is 0.700. (8) The reactants are [CH2:1]([O:8][C:9]([N:11]1[CH2:15][CH:14]([CH2:16][O:17][C:18]2[CH:23]=[CH:22][C:21]([F:24])=[C:20]([F:25])[CH:19]=2)[CH:13]2[N:26]([C:29](=[O:43])[CH:30]([NH:35]C(OC(C)(C)C)=O)[C:31]([CH3:34])([CH3:33])[CH3:32])[CH2:27][CH2:28][CH:12]12)=[O:10])[C:2]1[CH:7]=[CH:6][CH:5]=[CH:4][CH:3]=1.C(O)(C(F)(F)F)=O. The catalyst is C(Cl)Cl. The product is [CH2:1]([O:8][C:9]([N:11]1[CH2:15][CH:14]([CH2:16][O:17][C:18]2[CH:23]=[CH:22][C:21]([F:24])=[C:20]([F:25])[CH:19]=2)[CH:13]2[N:26]([C:29](=[O:43])[CH:30]([NH2:35])[C:31]([CH3:32])([CH3:34])[CH3:33])[CH2:27][CH2:28][CH:12]12)=[O:10])[C:2]1[CH:3]=[CH:4][CH:5]=[CH:6][CH:7]=1. The yield is 0.890.